This data is from Full USPTO retrosynthesis dataset with 1.9M reactions from patents (1976-2016). The task is: Predict the reactants needed to synthesize the given product. (1) Given the product [CH3:1][C:2]1[NH:3][C:4]2[C:9]([CH:10]=1)=[C:8]([CH2:11][NH2:12])[CH:7]=[CH:6][CH:5]=2, predict the reactants needed to synthesize it. The reactants are: [CH3:1][C:2]1[NH:3][C:4]2[CH:5]=[CH:6][CH:7]=[C:8]([C:11]#[N:12])[C:9]=2[CH:10]=1. (2) Given the product [NH2:35][C:30]1[CH:31]=[CH:32][CH:33]=[CH:34][C:29]=1[C:2]1[NH:3][C:4]2[C:9]([C:10]=1[CH:11]1[CH2:16][CH2:15][CH2:14][CH2:13][CH2:12]1)=[CH:8][CH:7]=[C:6]([C:17]([O:19][CH3:20])=[O:18])[CH:5]=2, predict the reactants needed to synthesize it. The reactants are: Br[C:2]1[NH:3][C:4]2[C:9]([C:10]=1[CH:11]1[CH2:16][CH2:15][CH2:14][CH2:13][CH2:12]1)=[CH:8][CH:7]=[C:6]([C:17]([O:19][CH3:20])=[O:18])[CH:5]=2.CC1(C)C(C)(C)OB([C:29]2[CH:34]=[CH:33][CH:32]=[CH:31][C:30]=2[NH2:35])O1.C(=O)([O-])O.[Na+]. (3) Given the product [C:1]([O:5][C:6](=[O:17])[NH:7][CH2:8][CH2:9][N:10]1[CH:14]([OH:15])[CH2:13][NH:12][C:11]1=[O:16])([CH3:4])([CH3:2])[CH3:3], predict the reactants needed to synthesize it. The reactants are: [C:1]([O:5][C:6](=[O:17])[NH:7][CH2:8][CH2:9][N:10]1[C:14](=[O:15])[CH2:13][NH:12][C:11]1=[O:16])([CH3:4])([CH3:3])[CH3:2].[H-].[H-].[H-].[H-].[Li+].[Al+3]. (4) Given the product [CH3:1][O:2][C:3]1[CH:9]=[CH:8][C:6]([NH:7][CH3:15])=[C:5]([N+:10]([O-:12])=[O:11])[CH:4]=1, predict the reactants needed to synthesize it. The reactants are: [CH3:1][O:2][C:3]1[CH:9]=[CH:8][C:6]([NH2:7])=[C:5]([N+:10]([O-:12])=[O:11])[CH:4]=1.[H-].[Na+].[CH3:15]I. (5) Given the product [C:24]([O:23][C:19](=[O:22])/[CH:20]=[CH:21]/[C:6]1[N:2]([CH3:1])[N:3]=[C:4]([C:15]([O:17][CH3:18])=[O:16])[CH:5]=1)([CH3:27])([CH3:26])[CH3:25], predict the reactants needed to synthesize it. The reactants are: [CH3:1][N:2]1[C:6](OS(C(F)(F)F)(=O)=O)=[CH:5][C:4]([C:15]([O:17][CH3:18])=[O:16])=[N:3]1.[C:19]([O:23][C:24]([CH3:27])([CH3:26])[CH3:25])(=[O:22])[CH:20]=[CH2:21].C1(C)C=CC=CC=1P(C1C=CC=CC=1C)C1C=CC=CC=1C.C(N(CC)CC)C.